Dataset: Forward reaction prediction with 1.9M reactions from USPTO patents (1976-2016). Task: Predict the product of the given reaction. Given the reactants C1C(=O)N([Br:8])C(=O)C1.[C:9]([C:11]1[CH:16]=[CH:15][C:14]([N:17]2[CH:21]=[CH:20][CH:19]=[C:18]2[CH2:22][CH2:23][C:24]([O:26][CH2:27][CH3:28])=[O:25])=[C:13]([CH3:29])[CH:12]=1)#[N:10].O, predict the reaction product. The product is: [Br:8][C:21]1[N:17]([C:14]2[CH:15]=[CH:16][C:11]([C:9]#[N:10])=[CH:12][C:13]=2[CH3:29])[C:18]([CH2:22][CH2:23][C:24]([O:26][CH2:27][CH3:28])=[O:25])=[CH:19][CH:20]=1.